From a dataset of Catalyst prediction with 721,799 reactions and 888 catalyst types from USPTO. Predict which catalyst facilitates the given reaction. (1) Reactant: N1[C:9]2[C:4](=[CH:5][C:6]([C:10]([O:12][CH3:13])=[O:11])=[CH:7][CH:8]=2)C=C1.[O-]S([C:18]([F:21])(F)F)(=O)=O.F[N+:23]1C(C)=CC(C)=C[C:24]=1C. Product: [F:21][C:18]1[C:9]2[C:4](=[CH:5][C:6]([C:10]([O:12][CH3:13])=[O:11])=[CH:7][CH:8]=2)[NH:23][CH:24]=1. The catalyst class is: 5. (2) Reactant: [Si:1]([O:8][C@@H:9]1[C@@:26]2([CH3:27])[C:13](=[CH:14][CH2:15][C@@H:16]3[C@@H:25]2[CH2:24][CH2:23][C@@:21]2([CH3:22])[C@H:17]3[CH2:18][CH2:19][C@@H:20]2[CH2:28][O:29][CH2:30][CH2:31][C:32]([N:34]([CH3:36])[CH3:35])=[O:33])[CH2:12][C@@H:11]([O:37][Si:38]([C:41]([CH3:44])([CH3:43])[CH3:42])([CH3:40])[CH3:39])[CH2:10]1)([C:4]([CH3:7])([CH3:6])[CH3:5])([CH3:3])[CH3:2].Br[N:46]1[C:50](=[O:51])CC[C:47]1=[O:52].[N:53](C(C)(C)C#N)=[N:54]C(C)(C)C#N.CCCCCC. Product: [C:16]1([N:46]2[C:50](=[O:51])[N:54]=[N:53][C:47]2=[O:52])[CH:17]=[CH:21][CH:23]=[CH:24][CH:25]=1.[Si:1]([O:8][C@@H:9]1[C@@:26]2([CH3:27])[C:13](=[CH:14][CH:15]=[C:16]3[C@@H:25]2[CH2:24][CH2:23][C@@:21]2([CH3:22])[C@H:17]3[CH2:18][CH2:19][C@@H:20]2[CH2:28][O:29][CH2:30][CH2:31][C:32]([N:34]([CH3:35])[CH3:36])=[O:33])[CH2:12][C@@H:11]([O:37][Si:38]([C:41]([CH3:44])([CH3:43])[CH3:42])([CH3:39])[CH3:40])[CH2:10]1)([C:4]([CH3:7])([CH3:6])[CH3:5])([CH3:3])[CH3:2]. The catalyst class is: 7. (3) Reactant: [CH3:1][C:2]1([CH2:8][OH:9])[CH2:7][CH2:6][O:5][CH2:4][CH2:3]1.CC(OI1(OC(C)=O)(OC(C)=O)OC(=O)C2C=CC=CC1=2)=O. Product: [CH3:1][C:2]1([CH:8]=[O:9])[CH2:7][CH2:6][O:5][CH2:4][CH2:3]1. The catalyst class is: 158. (4) Reactant: [C:1]([O:5][C:6]([N:8]1[CH2:13][C@@H:12]([N:14]([C:19]([C:21]2[C:22]([NH:31][CH2:32][C:33]3[O:34][CH:35]=[CH:36][CH:37]=3)=[N:23][C:24]([C:27]([CH3:30])([CH3:29])[CH3:28])=[N:25][CH:26]=2)=[O:20])[CH2:15][CH:16]([CH3:18])[CH3:17])[CH2:11][C@@H:10]([C:38](O)=[O:39])[CH2:9]1)=[O:7])([CH3:4])([CH3:3])[CH3:2].C1C=CC2N(O)N=NC=2C=1.CCN=C=NCCCN(C)C.Cl.Cl.[CH3:64][C:65]1([OH:71])[CH2:70][CH2:69][NH:68][CH2:67][CH2:66]1. Product: [C:27]([C:24]1[N:23]=[C:22]([NH:31][CH2:32][C:33]2[O:34][CH:35]=[CH:36][CH:37]=2)[C:21]([C:19]([N:14]([CH2:15][CH:16]([CH3:18])[CH3:17])[C@@H:12]2[CH2:11][C@H:10]([C:38]([N:68]3[CH2:69][CH2:70][C:65]([OH:71])([CH3:64])[CH2:66][CH2:67]3)=[O:39])[CH2:9][N:8]([C:6]([O:5][C:1]([CH3:2])([CH3:4])[CH3:3])=[O:7])[CH2:13]2)=[O:20])=[CH:26][N:25]=1)([CH3:28])([CH3:29])[CH3:30]. The catalyst class is: 556.